Task: Predict the product of the given reaction.. Dataset: Forward reaction prediction with 1.9M reactions from USPTO patents (1976-2016) (1) Given the reactants [NH2:1][C:2]1[CH:21]=[CH:20][C:5]([CH2:6][CH:7]2[CH2:11][CH2:10][N:9]([CH:12]3[CH2:17][CH2:16][C:15](=[O:18])[CH2:14][CH2:13]3)[C:8]2=[O:19])=[C:4]([Cl:22])[CH:3]=1.[F:23][C:24]([F:35])([F:34])[C:25](O[C:25](=[O:26])[C:24]([F:35])([F:34])[F:23])=[O:26].ClCCl, predict the reaction product. The product is: [Cl:22][C:4]1[CH:3]=[C:2]([NH:1][C:25](=[O:26])[C:24]([F:35])([F:34])[F:23])[CH:21]=[CH:20][C:5]=1[CH2:6][CH:7]1[CH2:11][CH2:10][N:9]([CH:12]2[CH2:17][CH2:16][C:15](=[O:18])[CH2:14][CH2:13]2)[C:8]1=[O:19]. (2) Given the reactants Br[CH2:2][C:3]([C:5]1[CH:10]=[CH:9][C:8]([N:11]([CH3:13])[CH3:12])=[CH:7][CH:6]=1)=O.[NH2:14][C:15]1[C:20]([OH:21])=[CH:19][CH:18]=[CH:17][N:16]=1.C(=O)(O)[O-].[Na+].[K+].[Br-], predict the reaction product. The product is: [CH3:12][N:11]([CH3:13])[C:8]1[CH:9]=[CH:10][C:5]([C:3]2[N:14]=[C:15]3[C:20]([OH:21])=[CH:19][CH:18]=[CH:17][N:16]3[CH:2]=2)=[CH:6][CH:7]=1. (3) The product is: [NH2:8][C:6]1[CH:5]=[CH:4][C:3]([N:11]2[CH2:15][CH2:14][C@@H:13]([NH:16][CH2:17][C:18]([CH3:19])([OH:20])[CH3:21])[CH2:12]2)=[C:2]([F:1])[CH:7]=1. Given the reactants [F:1][C:2]1[CH:7]=[C:6]([N+:8]([O-])=O)[CH:5]=[CH:4][C:3]=1[N:11]1[CH2:15][CH2:14][C@@H:13]([NH:16][CH2:17][C:18]([CH3:21])([OH:20])[CH3:19])[CH2:12]1, predict the reaction product. (4) The product is: [CH3:1][N:2]1[CH:6]=[CH:5][CH:4]=[C:3]1[C:17]1[CH:22]=[CH:21][CH:20]=[CH:19][C:18]=1[OH:23]. Given the reactants [CH3:1][N:2]1[CH:6]=[CH:5][CH:4]=[C:3]1B1OC(C)(C)C(C)(C)O1.Br[C:17]1[CH:22]=[CH:21][CH:20]=[CH:19][C:18]=1[OH:23].C(=O)([O-])[O-].[K+].[K+], predict the reaction product.